Dataset: Reaction yield outcomes from USPTO patents with 853,638 reactions. Task: Predict the reaction yield, written as a fraction of the theoretical maximum amount of product (1.0 means a 100% yield; for example, 0.34 means a 34% yield). (1) The catalyst is CN(C=O)C.O. The yield is 0.690. The product is [O:53]=[C:47]1[CH:46]([N:39]2[C:38](=[O:54])[C:37]3[C:41](=[CH:42][CH:43]=[CH:44][C:36]=3[CH2:35][NH:34][C:18]([C:14]3[CH:15]=[CH:16][CH:17]=[C:12]([C:6]4[CH:7]=[CH:8][C:9]([O:10][CH3:11])=[C:4]([O:3][CH2:1][CH3:2])[CH:5]=4)[N:23]=3)=[O:20])[C:40]2=[O:45])[CH2:51][CH2:50][C:49](=[O:52])[NH:48]1. The reactants are [CH2:1]([O:3][C:4]1[CH:5]=[C:6]([C:12]2[CH:17]=[CH:16][CH:15]=[C:14]([C:18]([OH:20])=O)C=2)[CH:7]=[CH:8][C:9]=1[O:10][CH3:11])[CH3:2].C1N=C[N:23](C(N2C=NC=C2)=O)C=1.Cl.[NH2:34][CH2:35][C:36]1[CH:44]=[CH:43][CH:42]=[C:41]2[C:37]=1[C:38](=[O:54])[N:39]([CH:46]1[CH2:51][CH2:50][C:49](=[O:52])[NH:48][C:47]1=[O:53])[C:40]2=[O:45].C(N(CC)CC)C. (2) The reactants are [N+:1]([C:4]1[CH:14]=[CH:13][CH:12]=[C:6]2[C:7]([O:9][C:10](=[O:11])[C:5]=12)=O)([O-:3])=[O:2].[NH2:15][CH2:16][CH2:17][C:18]([OH:20])=[O:19]. No catalyst specified. The product is [N+:1]([C:4]1[CH:14]=[CH:13][CH:12]=[C:6]2[C:7]([N:15]([CH2:16][CH2:17][C:18]([OH:20])=[O:19])[C:10](=[O:11])[C:5]=12)=[O:9])([O-:3])=[O:2]. The yield is 0.800. (3) The reactants are [Cl:1][C:2]1[CH:9]=[CH:8][C:5]([CH2:6]O)=[C:4]([CH3:10])[CH:3]=1.S(Cl)([Cl:13])=O. No catalyst specified. The product is [Cl:1][C:2]1[CH:9]=[CH:8][C:5]([CH2:6][Cl:13])=[C:4]([CH3:10])[CH:3]=1. The yield is 0.930. (4) The reactants are O.[F:2][C:3]1[CH:8]=[CH:7][C:6]([C:9]2[NH:13][N:12]=[C:11]([C:14](O)=[O:15])[C:10]=2[C:17]2[CH:22]=[CH:21][N:20]=[CH:19][CH:18]=2)=[CH:5][CH:4]=1.O.ON1C2C=CC=CC=2N=N1.Cl.CN(C)CCCN=C=NCC.[C:46]([O:50][C:51]([N:53]1[CH2:58][CH2:57][NH:56][CH2:55][CH2:54]1)=[O:52])([CH3:49])([CH3:48])[CH3:47].CN1CCOCC1. The catalyst is CN(C)C=O.C(OCC)(=O)C.C([O-])(O)=O.[Na+].C(O)(C)C.C1(C)C=CC=CC=1. The product is [F:2][C:3]1[CH:4]=[CH:5][C:6]([C:9]2[NH:13][N:12]=[C:11]([C:14]([N:56]3[CH2:57][CH2:58][N:53]([C:51]([O:50][C:46]([CH3:49])([CH3:47])[CH3:48])=[O:52])[CH2:54][CH2:55]3)=[O:15])[C:10]=2[C:17]2[CH:18]=[CH:19][N:20]=[CH:21][CH:22]=2)=[CH:7][CH:8]=1. The yield is 0.784.